From a dataset of Full USPTO retrosynthesis dataset with 1.9M reactions from patents (1976-2016). Predict the reactants needed to synthesize the given product. (1) Given the product [F:1][C:2]1[CH:29]=[CH:28][C:5]([CH2:6][NH:7][C:8]([C:10]2[N:11]=[C:12]([N:20]3[CH2:25][CH2:24][CH2:23][CH2:22][S:21]3(=[O:27])=[O:26])[N:13]([CH3:19])[C:14](=[O:18])[C:15]=2[OH:16])=[O:9])=[CH:4][CH:3]=1, predict the reactants needed to synthesize it. The reactants are: [F:1][C:2]1[CH:29]=[CH:28][C:5]([CH2:6][NH:7][C:8]([C:10]2[N:11]=[C:12]([N:20]3[CH2:25][CH2:24][CH2:23][CH2:22][S:21]3(=[O:27])=[O:26])[N:13]([CH3:19])[C:14](=[O:18])[C:15]=2[O:16]C)=[O:9])=[CH:4][CH:3]=1.[I-].[Li+]. (2) The reactants are: [C:1]([CH2:3][CH2:4][C:5]([C:8]1[CH:16]=[CH:15][C:11]([C:12]([OH:14])=O)=[CH:10][CH:9]=1)([CH3:7])[CH3:6])#[N:2].[F:17][C:18]([F:30])([F:29])[C:19]1[CH:20]=[CH:21][C:22]2[N:23]([CH:25]=[C:26]([NH2:28])[N:27]=2)[CH:24]=1. Given the product [C:1]([CH2:3][CH2:4][C:5]([C:8]1[CH:9]=[CH:10][C:11]([C:12]([NH:28][C:26]2[N:27]=[C:22]3[CH:21]=[CH:20][C:19]([C:18]([F:30])([F:17])[F:29])=[CH:24][N:23]3[CH:25]=2)=[O:14])=[CH:15][CH:16]=1)([CH3:6])[CH3:7])#[N:2], predict the reactants needed to synthesize it. (3) Given the product [CH3:24][N:21]1[C:22]([CH3:23])=[C:18]([C:16]([NH:15][C:12]2[N:13]=[CH:14][C:9]([O:8][C:6]3[CH:5]=[CH:4][N:3]=[C:2]([NH:1][C:39]([N:49]4[CH2:54][CH2:53][O:52][CH2:51][CH2:50]4)=[O:40])[CH:7]=3)=[CH:10][CH:11]=2)=[O:17])[C:19](=[O:31])[N:20]1[C:25]1[CH:26]=[CH:27][CH:28]=[CH:29][CH:30]=1, predict the reactants needed to synthesize it. The reactants are: [NH2:1][C:2]1[CH:7]=[C:6]([O:8][C:9]2[CH:10]=[CH:11][C:12]([NH:15][C:16]([C:18]3[C:19](=[O:31])[N:20]([C:25]4[CH:30]=[CH:29][CH:28]=[CH:27][CH:26]=4)[N:21]([CH3:24])[C:22]=3[CH3:23])=[O:17])=[N:13][CH:14]=2)[CH:5]=[CH:4][N:3]=1.CCN(CC)CC.[C:39](Cl)(=O)[O:40]C1C=CC=CC=1.[NH:49]1[CH2:54][CH2:53][O:52][CH2:51][CH2:50]1. (4) Given the product [C:2]1([C:20]2[CH:25]=[CH:24][CH:23]=[CH:22][CH:21]=2)[CH:7]=[CH:6][CH:5]=[CH:4][C:3]=1[NH:8][C:9](=[O:19])[O:10][CH:11]1[CH:16]2[CH2:17][CH2:18][N:13]([CH2:14][CH2:15]2)[CH2:12]1, predict the reactants needed to synthesize it. The reactants are: Br[C:2]1[CH:7]=[CH:6][CH:5]=[CH:4][C:3]=1[NH:8][C:9](=[O:19])[O:10][CH:11]1[CH:16]2[CH2:17][CH2:18][N:13]([CH2:14][CH2:15]2)[CH2:12]1.[C:20]1(B(O)O)[CH:25]=[CH:24][CH:23]=[CH:22][CH:21]=1. (5) The reactants are: C[Si]([N-][Si](C)(C)C)(C)C.[Na+].[CH3:11][O:12][C:13]1[CH:18]=[CH:17][C:16]([CH2:19][C:20]([OH:22])=O)=[CH:15][CH:14]=1.[Cl:23][C:24]1[CH:33]=[CH:32][CH:31]=[CH:30][C:25]=1C(OC)=O.CCOCC. Given the product [Cl:23][C:24]1[CH:33]=[CH:32][CH:31]=[CH:30][C:25]=1[C:20](=[O:22])[CH2:19][C:16]1[CH:15]=[CH:14][C:13]([O:12][CH3:11])=[CH:18][CH:17]=1, predict the reactants needed to synthesize it. (6) The reactants are: [C:1]([O:5][C:6]([N:8]([C@@H:19]1[CH2:28][C:27]2[CH:26]=[C:25]([C:29]3[CH:38]=[CH:37][C:32]([C:33]([O:35]C)=[O:34])=[CH:31][CH:30]=3)[CH:24]=[CH:23][C:22]=2[CH2:21][CH2:20]1)[CH2:9][C@@H:10]([C:12]1[CH:13]=[N:14][C:15]([Cl:18])=[CH:16][CH:17]=1)[OH:11])=[O:7])([CH3:4])([CH3:3])[CH3:2].[OH-].[Na+]. Given the product [C:1]([O:5][C:6]([N:8]([C@@H:19]1[CH2:28][C:27]2[CH:26]=[C:25]([C:29]3[CH:30]=[CH:31][C:32]([C:33]([OH:35])=[O:34])=[CH:37][CH:38]=3)[CH:24]=[CH:23][C:22]=2[CH2:21][CH2:20]1)[CH2:9][C@H:10]([OH:11])[C:12]1[CH:13]=[N:14][C:15]([Cl:18])=[CH:16][CH:17]=1)=[O:7])([CH3:4])([CH3:2])[CH3:3], predict the reactants needed to synthesize it.